From a dataset of Forward reaction prediction with 1.9M reactions from USPTO patents (1976-2016). Predict the product of the given reaction. (1) The product is: [NH2:1][C:2]1[C:3]([C:39]2[CH:40]=[C:35]([NH:34][S:31]([C:30]([F:29])([F:50])[F:51])(=[O:33])=[O:32])[CH:36]=[CH:37][CH:38]=2)=[C:4]([NH:8][C@H:9]([C:11]2[N:16]([C:17]3[CH:22]=[CH:21][CH:20]=[CH:19][CH:18]=3)[C:15](=[O:23])[C:14]3=[C:24]([CH3:27])[CH:25]=[CH:26][N:13]3[N:12]=2)[CH3:10])[N:5]=[CH:6][N:7]=1. Given the reactants [NH2:1][C:2]1[N:7]=[CH:6][N:5]=[C:4]([NH:8][C@H:9]([C:11]2[N:16]([C:17]3[CH:22]=[CH:21][CH:20]=[CH:19][CH:18]=3)[C:15](=[O:23])[C:14]3=[C:24]([CH3:27])[CH:25]=[CH:26][N:13]3[N:12]=2)[CH3:10])[C:3]=1I.[F:29][C:30]([F:51])([F:50])[S:31]([NH:34][C:35]1[CH:40]=[CH:39][CH:38]=[C:37](B2OC(C)(C)C(C)(C)O2)[CH:36]=1)(=[O:33])=[O:32].C(=O)([O-])[O-].[Na+].[Na+], predict the reaction product. (2) Given the reactants Br[CH:2]1[CH2:7][CH:6]([N:8]2[C:12](=[O:13])[C:11]3=[CH:14][CH:15]=[CH:16][CH:17]=[C:10]3[C:9]2=[O:18])[CH2:5][CH2:4][C:3]1=O.[NH2:20][C:21]([NH2:23])=[S:22], predict the reaction product. The product is: [NH2:23][C:21]1[S:22][C:2]2[CH2:7][CH:6]([N:8]3[C:12](=[O:13])[C:11]4=[CH:14][CH:15]=[CH:16][CH:17]=[C:10]4[C:9]3=[O:18])[CH2:5][CH2:4][C:3]=2[N:20]=1. (3) Given the reactants [CH3:1][O:2][C:3]1[CH:4]=[C:5]([CH:29]=[C:30]([O:34][CH3:35])[C:31]=1[O:32][CH3:33])[C:6]([N:8]1[CH2:13][CH2:12][CH2:11][C:10]([C:21]2[CH:26]=[CH:25][C:24]([Cl:27])=[C:23]([Cl:28])[CH:22]=2)([CH2:14][CH2:15]OS(C)(=O)=O)[CH2:9]1)=[O:7].[CH2:36]([O:38][CH2:39][CH2:40][N:41]1[C:45]2[CH:46]=[CH:47][CH:48]=[CH:49][C:44]=2[N:43]=[C:42]1[N:50]1[CH2:56][CH2:55][CH2:54][NH:53][CH2:52][CH2:51]1)[CH3:37].C(N(CC)C(C)C)(C)C.CO, predict the reaction product. The product is: [CH3:1][O:2][C:3]1[CH:4]=[C:5]([CH:29]=[C:30]([O:34][CH3:35])[C:31]=1[O:32][CH3:33])[C:6]([N:8]1[CH2:13][CH2:12][CH2:11][C:10]([CH2:14][CH2:15][N:53]2[CH2:54][CH2:55][CH2:56][N:50]([C:42]3[N:41]([CH2:40][CH2:39][O:38][CH2:36][CH3:37])[C:45]4[CH:46]=[CH:47][CH:48]=[CH:49][C:44]=4[N:43]=3)[CH2:51][CH2:52]2)([C:21]2[CH:26]=[CH:25][C:24]([Cl:27])=[C:23]([Cl:28])[CH:22]=2)[CH2:9]1)=[O:7]. (4) Given the reactants [OH:1][C@H:2]([CH2:8][CH2:9][C:10]1[CH:15]=[CH:14][CH:13]=[CH:12][CH:11]=1)[C:3]([O:5][CH2:6][CH3:7])=[O:4].[N+:16]([C:19]1[CH:27]=[CH:26][C:22]([C:23](O)=[O:24])=[CH:21][CH:20]=1)([O-:18])=[O:17].C1(P(C2C=CC=CC=2)C2C=CC=CC=2)C=CC=CC=1.N(C(OCC)=O)=NC(OCC)=O, predict the reaction product. The product is: [CH2:6]([O:5][C:3]([C@@H:2]([O:1][C:23](=[O:24])[C:22]1[CH:21]=[CH:20][C:19]([N+:16]([O-:18])=[O:17])=[CH:27][CH:26]=1)[CH2:8][CH2:9][C:10]1[CH:11]=[CH:12][CH:13]=[CH:14][CH:15]=1)=[O:4])[CH3:7].